This data is from Catalyst prediction with 721,799 reactions and 888 catalyst types from USPTO. The task is: Predict which catalyst facilitates the given reaction. (1) Product: [Cl:1][C:2]1[C:3]([CH3:18])=[C:4]([CH:5]=[O:6])[CH:15]=[CH:16][N:17]=1. The catalyst class is: 2. Reactant: [Cl:1][C:2]1[C:3]([CH3:18])=[C:4]([CH:15]=[CH:16][N:17]=1)[C:5](N(C)C1C=CC=CC=1)=[O:6].CC(C[AlH]CC(C)C)C.C(C(C(C([O-])=O)O)O)([O-])=O.[Na+].[K+]. (2) Reactant: [F:1][C:2]([F:19])([F:18])[C:3]([N:5]1[CH2:11][CH2:10][C:9]2[CH:12]=[CH:13][C:14]([Cl:16])=[CH:15][C:8]=2[C@H:7]([CH3:17])[CH2:6]1)=[O:4].[B-](F)(F)(F)F.C1C=CN=CC=1.C1C=CN=CC=1.[IH2+:37].FC(F)(F)S(O)(=O)=O. Product: [F:19][C:2]([F:1])([F:18])[C:3]([N:5]1[CH2:11][CH2:10][C:9]2[CH:12]=[C:13]([I:37])[C:14]([Cl:16])=[CH:15][C:8]=2[C@H:7]([CH3:17])[CH2:6]1)=[O:4]. The catalyst class is: 4. (3) Reactant: C[Si]([N-][Si](C)(C)C)(C)C.[Na+].[CH3:11][C:12]1([CH3:25])[O:17][C:16]2[CH:18]=[CH:19][C:20]([C:22](=[O:24])[CH3:23])=[CH:21][C:15]=2[CH2:14][O:13]1.Cl[Si](C)(C)C.[Br:31]Br.S([O-])([O-])=O.[Na+].[Na+].C(=O)(O)[O-].[Na+]. Product: [Br:31][CH2:23][C:22]([C:20]1[CH:19]=[CH:18][C:16]2[O:17][C:12]([CH3:25])([CH3:11])[O:13][CH2:14][C:15]=2[CH:21]=1)=[O:24]. The catalyst class is: 54.